This data is from Forward reaction prediction with 1.9M reactions from USPTO patents (1976-2016). The task is: Predict the product of the given reaction. Given the reactants [CH2:1]1[C:10]2[C:5](=[CH:6][CH:7]=[CH:8][CH:9]=2)[CH2:4][CH2:3][N:2]1[CH2:11][CH2:12][CH2:13][CH2:14][O:15][C:16]1[N:21]=[C:20]([NH:22]CC2C=CC(OC)=CC=2)[CH:19]=[CH:18][CH:17]=1, predict the reaction product. The product is: [CH2:1]1[C:10]2[C:5](=[CH:6][CH:7]=[CH:8][CH:9]=2)[CH2:4][CH2:3][N:2]1[CH2:11][CH2:12][CH2:13][CH2:14][O:15][C:16]1[N:21]=[C:20]([NH2:22])[CH:19]=[CH:18][CH:17]=1.